From a dataset of Full USPTO retrosynthesis dataset with 1.9M reactions from patents (1976-2016). Predict the reactants needed to synthesize the given product. (1) Given the product [F:1][C:2]1[CH:7]=[CH:6][C:5]([N:8]2[CH2:9][CH:10]([CH2:14][OH:15])[CH2:11][C:12]2=[O:13])=[CH:4][CH:3]=1, predict the reactants needed to synthesize it. The reactants are: [F:1][C:2]1[CH:7]=[CH:6][C:5]([N:8]2[C:12](=[O:13])[CH2:11][CH:10]([C:14](OCC)=[O:15])[CH2:9]2)=[CH:4][CH:3]=1.[Cl-].[Li+].[BH4-].[Na+]. (2) Given the product [Cl:13][C:14]1[CH:15]=[CH:16][C:17]([O:20][CH:21]([CH:23]2[CH:27]([C:28]3[CH:33]=[CH:32][C:31]([Cl:34])=[C:30]([Cl:35])[CH:29]=3)[CH2:26][N:25]([C:7]([Cl:10])=[O:6])[CH2:24]2)[CH3:22])=[N:18][CH:19]=1, predict the reactants needed to synthesize it. The reactants are: ClC(Cl)(OC(=O)[O:6][C:7]([Cl:10])(Cl)Cl)Cl.[Cl:13][C:14]1[CH:15]=[CH:16][C:17]([O:20][CH:21]([CH:23]2[CH:27]([C:28]3[CH:33]=[CH:32][C:31]([Cl:34])=[C:30]([Cl:35])[CH:29]=3)[CH2:26][NH:25][CH2:24]2)[CH3:22])=[N:18][CH:19]=1.N1C=CC=CC=1.CCOC(C)=O.